This data is from Reaction yield outcomes from USPTO patents with 853,638 reactions. The task is: Predict the reaction yield, written as a fraction of the theoretical maximum amount of product (1.0 means a 100% yield; for example, 0.34 means a 34% yield). (1) The reactants are [CH2:1]([C:4]1[CH:9]=[CH:8][C:7]([O:10][CH3:11])=[CH:6][CH:5]=1)[CH:2]=[CH2:3].[C:12]([O:16][CH:17]1[CH:24]2[CH2:25][CH:20]3[CH2:21][CH:22]([CH2:26][CH:18]1[CH2:19]3)[CH2:23]2)(=[O:15])C=C. No catalyst specified. The product is [CH3:11][O:10][C:7]1[CH:8]=[CH:9][C:4]([CH2:1]/[CH:2]=[CH:3]/[C:12]([O:16][CH:17]2[CH:18]3[CH2:26][CH:22]4[CH2:21][CH:20]([CH2:25][CH:24]2[CH2:23]4)[CH2:19]3)=[O:15])=[CH:5][CH:6]=1. The yield is 0.820. (2) The yield is 0.750. The reactants are [F:1][C:2]1[CH:7]=[CH:6][C:5]([C:8]2[C:12]3[C:13]([CH3:20])=[C:14]([NH2:19])[C:15]([CH3:18])=[C:16]([CH3:17])[C:11]=3[O:10][C:9]=2[CH3:21])=[CH:4][CH:3]=1.[F:22][C:23]1[CH:31]=[CH:30][C:26]([C:27](Cl)=[O:28])=[CH:25][CH:24]=1. The product is [F:22][C:23]1[CH:31]=[CH:30][C:26]([C:27]([NH:19][C:14]2[C:15]([CH3:18])=[C:16]([CH3:17])[C:11]3[O:10][C:9]([CH3:21])=[C:8]([C:5]4[CH:6]=[CH:7][C:2]([F:1])=[CH:3][CH:4]=4)[C:12]=3[C:13]=2[CH3:20])=[O:28])=[CH:25][CH:24]=1. The catalyst is C(OCC)(=O)C.CCCCCC. (3) The reactants are [Cl:1][C:2](=[CH2:10])[C:3]([CH3:9])([CH3:8])[C:4]([O:6]C)=[O:5].[OH-].[Na+]. The catalyst is O. The product is [Cl:1][C:2](=[CH2:10])[C:3]([CH3:9])([CH3:8])[C:4]([OH:6])=[O:5]. The yield is 0.700. (4) The reactants are [Cl-].O[NH3+:3].[C:4](=[O:7])([O-])[OH:5].[Na+].CS(C)=O.[OH:13][C:14]([CH3:50])([CH3:49])[CH2:15][O:16][C@H:17]1[CH2:20][C@H:19]([N:21]2[C:26](=[O:27])[C:25]([CH2:28][C:29]3[CH:34]=[CH:33][C:32]([C:35]4[C:36]([C:41]#[N:42])=[CH:37][CH:38]=[CH:39][CH:40]=4)=[CH:31][CH:30]=3)=[C:24]([CH2:43][CH2:44][CH3:45])[N:23]3[N:46]=[CH:47][N:48]=[C:22]23)[CH2:18]1. The catalyst is C(OCC)(=O)C. The product is [OH:13][C:14]([CH3:49])([CH3:50])[CH2:15][O:16][C@H:17]1[CH2:18][C@H:19]([N:21]2[C:26](=[O:27])[C:25]([CH2:28][C:29]3[CH:34]=[CH:33][C:32]([C:35]4[CH:40]=[CH:39][CH:38]=[CH:37][C:36]=4[C:41]4[NH:3][C:4](=[O:7])[O:5][N:42]=4)=[CH:31][CH:30]=3)=[C:24]([CH2:43][CH2:44][CH3:45])[N:23]3[N:46]=[CH:47][N:48]=[C:22]23)[CH2:20]1. The yield is 0.480. (5) The reactants are [NH2:1][CH2:2][CH2:3][CH2:4][OH:5].[CH:6]([S:8]([CH:11]=[CH2:12])(=[O:10])=[O:9])=[CH2:7]. No catalyst specified. The product is [O:9]=[S:8]1(=[O:10])[CH2:11][CH2:12][N:1]([CH2:2][CH2:3][CH2:4][OH:5])[CH2:7][CH2:6]1. The yield is 0.900. (6) The reactants are [C:1]([O:9]CC)(=[O:8])[CH2:2][C:3](OCC)=O.[H-].[Na+].ClC[C:16]1[CH:17]=[N:18][O:19][C:20]=1[C:21]1[CH:26]=[C:25]([Cl:27])[CH:24]=[CH:23][C:22]=1[Cl:28].Cl. The catalyst is O1CCCC1.O. The product is [Cl:28][C:22]1[CH:23]=[CH:24][C:25]([Cl:27])=[CH:26][C:21]=1[C:20]1[O:19][N:18]=[CH:17][C:16]=1[CH2:3][CH2:2][C:1]([OH:9])=[O:8]. The yield is 0.580. (7) The reactants are [Cl:1][C:2]1[CH:3]=[C:4]([CH:16]=[C:17]([Cl:20])[C:18]=1[OH:19])[C:5]([NH:7][NH:8][C:9](=[O:15])[C:10]([O:12][CH2:13][CH3:14])=[O:11])=O. The catalyst is P(Cl)(Cl)(Cl)=O. The product is [Cl:1][C:2]1[CH:3]=[C:4]([C:5]2[O:15][C:9]([C:10]([O:12][CH2:13][CH3:14])=[O:11])=[N:8][N:7]=2)[CH:16]=[C:17]([Cl:20])[C:18]=1[OH:19]. The yield is 0.340. (8) The reactants are C=O.[CH3:3][C:4]1[CH:5]=[C:6]([NH:16][C:17]2[N:22]=[C:21]([CH2:23][CH2:24][C:25]3[CH:30]=[CH:29][CH:28]=[CH:27][C:26]=3[CH2:31][C:32]([NH2:34])=[O:33])[C:20]([C:35]([F:38])([F:37])[F:36])=[CH:19][N:18]=2)[CH:7]=[CH:8][C:9]=1[CH:10]1[CH2:15][CH2:14][NH:13][CH2:12][CH2:11]1.[C:39](O[BH-](OC(=O)C)OC(=O)C)(=O)C.[Na+]. The catalyst is CO. The product is [CH3:3][C:4]1[CH:5]=[C:6]([NH:16][C:17]2[N:22]=[C:21]([CH2:23][CH2:24][C:25]3[CH:30]=[CH:29][CH:28]=[CH:27][C:26]=3[CH2:31][C:32]([NH2:34])=[O:33])[C:20]([C:35]([F:38])([F:36])[F:37])=[CH:19][N:18]=2)[CH:7]=[CH:8][C:9]=1[CH:10]1[CH2:15][CH2:14][N:13]([CH3:39])[CH2:12][CH2:11]1. The yield is 0.890. (9) The reactants are [CH2:1]([C:3]1[N:4]=[C:5]([CH2:32][CH2:33][CH3:34])[N:6]([CH2:17][C:18]2[CH:23]=[CH:22][C:21]([C:24]3[C:25]([C:30]#[N:31])=[CH:26][CH:27]=[CH:28][CH:29]=3)=[CH:20][CH:19]=2)[C:7](=[O:16])[C:8]=1[C:9]1[CH:14]=[CH:13][C:12]([OH:15])=[CH:11][CH:10]=1)[CH3:2].I[CH2:36][C:37]([CH3:40])([CH3:39])[CH3:38].C(=O)([O-])[O-].[Cs+].[Cs+].CN(C)C=O. The catalyst is C(OCC)(=O)C. The product is [CH3:36][C:37]([CH3:40])([CH3:39])[CH2:38][O:15][C:12]1[CH:11]=[CH:10][C:9]([C:8]2[C:7](=[O:16])[N:6]([CH2:17][C:18]3[CH:23]=[CH:22][C:21]([C:24]4[C:25]([C:30]#[N:31])=[CH:26][CH:27]=[CH:28][CH:29]=4)=[CH:20][CH:19]=3)[C:5]([CH2:32][CH2:33][CH3:34])=[N:4][C:3]=2[CH2:1][CH3:2])=[CH:14][CH:13]=1. The yield is 0.620. (10) The reactants are Br[C:2]1[C:10]2[C:5](=[N:6][C:7]([S:11][CH3:12])=[N:8][CH:9]=2)[NH:4][N:3]=1.[C:13]1(B(O)O)[CH:18]=[CH:17][CH:16]=[CH:15][CH:14]=1.P(=O)([O-])[O-].[K+].[K+].O1CCOCC1. The catalyst is C1C=CC([P]([Pd]([P](C2C=CC=CC=2)(C2C=CC=CC=2)C2C=CC=CC=2)([P](C2C=CC=CC=2)(C2C=CC=CC=2)C2C=CC=CC=2)[P](C2C=CC=CC=2)(C2C=CC=CC=2)C2C=CC=CC=2)(C2C=CC=CC=2)C2C=CC=CC=2)=CC=1.O. The product is [CH3:12][S:11][C:7]1[N:6]=[C:5]2[NH:4][N:3]=[C:2]([C:13]3[CH:18]=[CH:17][CH:16]=[CH:15][CH:14]=3)[C:10]2=[CH:9][N:8]=1. The yield is 0.870.